Task: Regression/Classification. Given a drug SMILES string, predict its absorption, distribution, metabolism, or excretion properties. Task type varies by dataset: regression for continuous measurements (e.g., permeability, clearance, half-life) or binary classification for categorical outcomes (e.g., BBB penetration, CYP inhibition). Dataset: cyp1a2_veith.. Dataset: CYP1A2 inhibition data for predicting drug metabolism from PubChem BioAssay (1) The drug is CCCC(=O)n1nc(-c2cccnc2)nc1N. The result is 1 (inhibitor). (2) The molecule is COc1ccc(NC(=O)C(c2ccc(OC)cc2)N(C)C(=O)CNC(C)=O)cc1. The result is 0 (non-inhibitor). (3) The compound is Clc1ccc(/C=N/Nc2nnc(-c3ncc[nH]3)c3ccccc23)cc1. The result is 1 (inhibitor). (4) The molecule is Cc1ccc(/C=C/c2ccc(=O)[nH]n2)cc1. The result is 1 (inhibitor). (5) The molecule is COCCCNC(=O)C1CC(=O)N(Cc2ccc(OC)cc2)C1. The result is 0 (non-inhibitor). (6) The molecule is O=C(Nc1cccc(C(F)(F)F)c1)c1n[nH]c(Cn2cncn2)n1. The result is 1 (inhibitor). (7) The molecule is c1csc(CNc2nc(-c3ccoc3)nc3ccccc23)c1. The result is 1 (inhibitor). (8) The drug is CNc1ccc(Br)cc(C(=O)/C=C/c2ccc3c(c2)OCO3)c1=O. The result is 1 (inhibitor).